Dataset: Reaction yield outcomes from USPTO patents with 853,638 reactions. Task: Predict the reaction yield, written as a fraction of the theoretical maximum amount of product (1.0 means a 100% yield; for example, 0.34 means a 34% yield). The reactants are [CH3:1][CH:2]([CH:9]1[C@:25]2([CH3:26])[CH:12]([CH:13]3[CH:22]([CH2:23][CH2:24]2)[C@:21]2([CH3:27])[CH:16]([CH2:17]/[C:18](=[CH:28]\[C:29]4[CH:34]=[CH:33][CH:32]=[CH:31][CH:30]=4)/[CH2:19][CH2:20]2)[CH2:15][CH2:14]3)[CH2:11][CH2:10]1)[CH2:3][CH2:4][CH2:5][CH:6]([CH3:8])[CH3:7].[H][H]. The catalyst is C(OCC)(=O)C.[Pd]. The product is [CH2:28]([CH:18]1[CH2:17][CH:16]2[C@@:21]([CH3:27])([CH:22]3[CH:13]([CH2:14][CH2:15]2)[CH:12]2[C@@:25]([CH3:26])([CH:9]([CH:2]([CH3:1])[CH2:3][CH2:4][CH2:5][CH:6]([CH3:7])[CH3:8])[CH2:10][CH2:11]2)[CH2:24][CH2:23]3)[CH2:20][CH2:19]1)[C:29]1[CH:34]=[CH:33][CH:32]=[CH:31][CH:30]=1. The yield is 0.990.